This data is from Full USPTO retrosynthesis dataset with 1.9M reactions from patents (1976-2016). The task is: Predict the reactants needed to synthesize the given product. (1) Given the product [C:62]([C:60]1[CH:59]=[C:55]([CH:54]=[C:53]([C:49]([CH3:52])([CH3:51])[CH3:50])[CH:61]=1)[C:56]([NH:48][NH:47][C:45](=[O:46])[CH2:44][CH2:43][C:40]1[CH:39]=[CH:38][C:37]([N+:34]([O-:36])=[O:35])=[CH:42][CH:41]=1)=[O:57])([CH3:65])([CH3:64])[CH3:63], predict the reactants needed to synthesize it. The reactants are: CN(C(ON1N=NC2C=CC=CC1=2)=[N+](C)C)C.F[P-](F)(F)(F)(F)F.C(N(C(C)C)CC)(C)C.[N+:34]([C:37]1[CH:42]=[CH:41][C:40]([CH2:43][CH2:44][C:45]([NH:47][NH2:48])=[O:46])=[CH:39][CH:38]=1)([O-:36])=[O:35].[C:49]([C:53]1[CH:54]=[C:55]([CH:59]=[C:60]([C:62]([CH3:65])([CH3:64])[CH3:63])[CH:61]=1)[C:56](O)=[O:57])([CH3:52])([CH3:51])[CH3:50]. (2) Given the product [Cl:1][C:2]1[CH:7]=[CH:6][C:5]([O:8][C:12]2[CH:13]=[CH:14][C:15]([C:16]([O:18][CH3:19])=[O:17])=[C:10]([F:9])[CH:11]=2)=[CH:4][CH:3]=1, predict the reactants needed to synthesize it. The reactants are: [Cl:1][C:2]1[CH:7]=[CH:6][C:5]([OH:8])=[CH:4][CH:3]=1.[F:9][C:10]1[CH:11]=[C:12](B(O)O)[CH:13]=[CH:14][C:15]=1[C:16]([O:18][CH3:19])=[O:17].C(N(CC)CC)C. (3) Given the product [N:7]1[CH:6]=[CH:5][C:4]([C:3]2[N:13]=[C:17]([CH2:16][C:14]#[N:15])[NH:19][N:20]=2)=[CH:9][CH:8]=1, predict the reactants needed to synthesize it. The reactants are: Cl.Cl.[C:3](=[NH:13])(OCC)[C:4]1[CH:9]=[CH:8][N:7]=[CH:6][CH:5]=1.[C:14]([CH2:16][C:17]([NH:19][NH2:20])=O)#[N:15].CO.[OH-].[Na+]. (4) Given the product [CH2:13]([N:15]([CH2:16][CH3:17])[C:10]([C:8]1[CH:7]=[CH:6][CH:5]=[C:4]2[C:9]=1[NH:1][CH:2]=[CH:3]2)=[O:12])[CH3:14], predict the reactants needed to synthesize it. The reactants are: [NH:1]1[C:9]2[C:4](=[CH:5][CH:6]=[CH:7][C:8]=2[C:10]([OH:12])=O)[CH:3]=[CH:2]1.[CH2:13]([NH:15][CH2:16][CH3:17])[CH3:14].Cl.C(N=C=NCCCN(C)C)C.ON1C2C=CC=CC=2N=N1.C(N(CC)CC)C.